From a dataset of NCI-60 drug combinations with 297,098 pairs across 59 cell lines. Regression. Given two drug SMILES strings and cell line genomic features, predict the synergy score measuring deviation from expected non-interaction effect. (1) Drug 1: CN1CCC(CC1)COC2=C(C=C3C(=C2)N=CN=C3NC4=C(C=C(C=C4)Br)F)OC. Drug 2: C1=C(C(=O)NC(=O)N1)F. Cell line: MOLT-4. Synergy scores: CSS=37.9, Synergy_ZIP=8.64, Synergy_Bliss=10.1, Synergy_Loewe=11.9, Synergy_HSA=13.0. (2) Drug 1: C1=NC2=C(N=C(N=C2N1C3C(C(C(O3)CO)O)F)Cl)N. Drug 2: CC(C)NC(=O)C1=CC=C(C=C1)CNNC.Cl. Cell line: ACHN. Synergy scores: CSS=15.7, Synergy_ZIP=-7.90, Synergy_Bliss=0.792, Synergy_Loewe=-16.3, Synergy_HSA=-0.517. (3) Drug 1: CC1=C2C(C(=O)C3(C(CC4C(C3C(C(C2(C)C)(CC1OC(=O)C(C(C5=CC=CC=C5)NC(=O)OC(C)(C)C)O)O)OC(=O)C6=CC=CC=C6)(CO4)OC(=O)C)OC)C)OC. Drug 2: COC1=NC(=NC2=C1N=CN2C3C(C(C(O3)CO)O)O)N. Cell line: SK-MEL-28. Synergy scores: CSS=17.6, Synergy_ZIP=-1.31, Synergy_Bliss=-3.52, Synergy_Loewe=-18.7, Synergy_HSA=-2.76.